This data is from Forward reaction prediction with 1.9M reactions from USPTO patents (1976-2016). The task is: Predict the product of the given reaction. The product is: [Cl:1][C:2]1[CH:7]=[CH:6][C:5]([CH:8]2[CH:9]([CH2:31][CH2:32][CH3:33])[CH2:10][NH:11][CH2:12][CH:13]2[OH:14])=[CH:4][CH:3]=1. Given the reactants [Cl:1][C:2]1[CH:7]=[CH:6][C:5]([CH:8]2[CH:13]([O:14]C(OCC(Cl)(Cl)Cl)=O)[CH2:12][N:11](C(OCC(Cl)(Cl)Cl)=O)[CH2:10][CH:9]2[CH2:31][CH2:32][CH3:33])=[CH:4][CH:3]=1, predict the reaction product.